From a dataset of Catalyst prediction with 721,799 reactions and 888 catalyst types from USPTO. Predict which catalyst facilitates the given reaction. (1) Product: [O:1]=[S:2]1(=[O:43])[CH2:7][CH2:6][CH2:5][CH2:4][N:3]1[C:8]1[N:17]=[C:16]([C:18]([NH:20][CH2:21][C:22]2[CH:27]=[CH:26][CH:25]=[CH:24][C:23]=2[S:28]([CH3:31])(=[O:30])=[O:29])=[O:19])[C:15]([OH:45])=[C:14]2[C:9]=1[CH:10]=[CH:11][CH:12]=[N:13]2. Reactant: [O:1]=[S:2]1(=[O:43])[CH2:7][CH2:6][CH2:5][CH2:4][N:3]1[C:8]1[N:17]=[C:16]([C:18]([NH:20][CH2:21][C:22]2[CH:27]=[CH:26][CH:25]=[CH:24][C:23]=2[S:28]([CH3:31])(=[O:30])=[O:29])=[O:19])[C:15](C2C=C(C)C=CC=2S([O-])(=O)=O)=[C:14]2[C:9]=1[CH:10]=[CH:11][CH:12]=[N:13]2.C[O-:45].[Na+]. The catalyst class is: 24. (2) Reactant: [O:1]1[C:6]2[CH:7]=[CH:8][C:9]([CH2:11][C:12]3[CH:13]=[C:14]([C@H:20]4[C@H:25]([OH:26])[C@@H:24]([OH:27])[C@H:23]([OH:28])[C@@H:22]([CH2:29][OH:30])[O:21]4)[CH:15]=[CH:16][C:17]=3[CH2:18][CH3:19])=[CH:10][C:5]=2[O:4][CH2:3][CH2:2]1.[CH2:31]([O:33][P:34](Cl)([O:36][CH2:37][CH3:38])=[O:35])[CH3:32]. Product: [CH2:31]([O:33][P:34](=[O:35])([O:36][CH2:37][CH3:38])[O:30][CH2:29][C@@H:22]1[C@@H:23]([OH:28])[C@H:24]([OH:27])[C@@H:25]([OH:26])[C@H:20]([C:14]2[CH:15]=[CH:16][C:17]([CH2:18][CH3:19])=[C:12]([CH2:11][C:9]3[CH:8]=[CH:7][C:6]4[O:1][CH2:2][CH2:3][O:4][C:5]=4[CH:10]=3)[CH:13]=2)[O:21]1)[CH3:32]. The catalyst class is: 17. (3) The catalyst class is: 66. Reactant: CCC1C=CC(=O)[C:5]2=C[C:7]3[CH2:25][N:24]4[C:10](=[CH:11][C:12]5[C@@](O)(CC)C(=O)OC[C:13]=5[C:22]4=O)[C:8]=3[NH:9][C:4]=12.[CH2:30]([Cl:32])Cl.C(N)(=[O:35])C.N1C=CC=CC=1. Product: [N:24]1([CH:25]2[CH2:5][CH2:4][N:9]([C:30]([Cl:32])=[O:35])[CH2:8][CH2:7]2)[CH2:22][CH2:13][CH2:12][CH2:11][CH2:10]1. (4) Reactant: [N:1]1[CH:6]=[CH:5][CH:4]=[N:3][C:2]=1[S:7][C:8]1[O:9][C:10]([CH2:20][CH2:21][CH2:22][OH:23])=[C:11]([C:13]2[CH:18]=[CH:17][C:16]([Cl:19])=[CH:15][CH:14]=2)[N:12]=1.[CH3:24][O:25][C:26]1[CH:31]=[CH:30][CH:29]=[CH:28][C:27]=1O.C(P(CCCC)CCCC)CCC.N(C(N1CCCCC1)=O)=NC(N1CCCCC1)=O. Product: [Cl:19][C:16]1[CH:17]=[CH:18][C:13]([C:11]2[N:12]=[C:8]([S:7][C:2]3[N:1]=[CH:6][CH:5]=[CH:4][N:3]=3)[O:9][C:10]=2[CH2:20][CH2:21][CH2:22][O:23][C:27]2[CH:28]=[CH:29][CH:30]=[CH:31][C:26]=2[O:25][CH3:24])=[CH:14][CH:15]=1. The catalyst class is: 7. (5) Reactant: [Br:1][C:2]1[CH:3]=[C:4]2[C:9](=[CH:10][CH:11]=1)[C:8](Cl)=[N:7][N:6]=[CH:5]2.C(=O)([O-])[O-].[K+].[K+].[CH2:19]([N:21]([CH2:25][CH3:26])[CH2:22][CH2:23][NH2:24])[CH3:20]. Product: [Br:1][C:2]1[CH:3]=[C:4]2[C:9](=[CH:10][CH:11]=1)[C:8]([NH:24][CH2:23][CH2:22][N:21]([CH2:25][CH3:26])[CH2:19][CH3:20])=[N:7][N:6]=[CH:5]2. The catalyst class is: 508. (6) The catalyst class is: 1. Product: [CH2:18]([O:17][C:14]1[CH:15]=[CH:16][C:11]([C:8]2[N:9]=[CH:10][C:5]([CH2:3][OH:2])=[N:6][CH:7]=2)=[C:12]([C:21]([F:23])([F:24])[F:22])[CH:13]=1)[CH2:19][CH3:20]. Reactant: C[O:2][C:3]([C:5]1[CH:10]=[N:9][C:8]([C:11]2[CH:16]=[CH:15][C:14]([O:17][CH2:18][CH2:19][CH3:20])=[CH:13][C:12]=2[C:21]([F:24])([F:23])[F:22])=[CH:7][N:6]=1)=O.O.[BH4-].[Na+].CCOC(C)=O. (7) Reactant: [NH2:1][C:2]1[CH:10]=[CH:9][CH:8]=[C:7]([F:11])[C:3]=1[C:4]([OH:6])=[O:5].S(OOS([O-])(=O)=O)([O-])(=O)=[O:13].[Na+].[Na+]. Product: [NH2:1][C:2]1[C:10]([OH:13])=[CH:9][CH:8]=[C:7]([F:11])[C:3]=1[C:4]([OH:6])=[O:5]. The catalyst class is: 611. (8) Reactant: C(OC([N:8]1[CH2:12][CH2:11][CH2:10][C@@H:9]1[CH2:13][O:14][C:15]1[CH:20]=[CH:19][C:18]([O:21][C:22]2[CH:27]=[CH:26][C:25]([F:28])=[CH:24][CH:23]=2)=[CH:17][CH:16]=1)=O)(C)(C)C.Cl. Product: [F:28][C:25]1[CH:26]=[CH:27][C:22]([O:21][C:18]2[CH:19]=[CH:20][C:15]([O:14][CH2:13][C@H:9]3[CH2:10][CH2:11][CH2:12][NH:8]3)=[CH:16][CH:17]=2)=[CH:23][CH:24]=1. The catalyst class is: 459.